This data is from Catalyst prediction with 721,799 reactions and 888 catalyst types from USPTO. The task is: Predict which catalyst facilitates the given reaction. (1) Reactant: [OH:1][C:2]1[CH:7]=[CH:6][C:5]([C:8]2[CH:13]=[CH:12][N:11]=[C:10]([CH3:14])[CH:9]=2)=[CH:4][C:3]=1[NH:15][C:16](=[O:32])[C@@H:17]([NH:25][CH2:26][C:27]1[N:28]=[CH:29][S:30][CH:31]=1)[CH2:18][C:19]1[CH:24]=[CH:23][CH:22]=[CH:21][CH:20]=1.Br[CH2:34][C:35]([O:37][CH3:38])=[O:36].C([O-])([O-])=O.[Cs+].[Cs+]. Product: [CH3:14][C:10]1[CH:9]=[C:8]([C:5]2[CH:6]=[CH:7][C:2]([O:1][CH2:34][C:35]([O:37][CH3:38])=[O:36])=[C:3]([NH:15][C:16](=[O:32])[C@@H:17]([NH:25][CH2:26][C:27]3[N:28]=[CH:29][S:30][CH:31]=3)[CH2:18][C:19]3[CH:24]=[CH:23][CH:22]=[CH:21][CH:20]=3)[CH:4]=2)[CH:13]=[CH:12][N:11]=1. The catalyst class is: 3. (2) Reactant: [CH3:1][C:2]1[CH:3]=[CH:4][CH:5]=[C:6]2[C:11]=1[N:10]=[CH:9][NH:8][C:7]2=O.O=P(Cl)(Cl)[Cl:15].CN(C)C1C=CC=CC=1.CCCCCC. Product: [CH3:1][C:2]1[CH:3]=[CH:4][CH:5]=[C:6]2[C:11]=1[N:10]=[CH:9][N:8]=[C:7]2[Cl:15]. The catalyst class is: 11. (3) Reactant: [C:1]([S:4][C:5]1[NH:6][C:7]2[C:12]([C:13]=1[CH2:14][C:15]([O:17][CH2:18][CH3:19])=[O:16])=[CH:11][CH:10]=[CH:9][CH:8]=2)(=O)[CH3:2].[OH-].[K+].Cl[CH2:23][C:24]1[CH:25]=[C:26]([CH2:30][C@H:31]([NH:44][C:45](=[O:51])[O:46][C:47]([CH3:50])([CH3:49])[CH3:48])[C:32]([N:34]([C:36]2[CH:41]=[CH:40][C:39]([O:42][CH3:43])=[CH:38][CH:37]=2)[CH3:35])=[O:33])[CH:27]=CC=1.Cl. Product: [C:47]([O:46][C:45]([NH:44][C@H:31]([C:32]([N:34]([C:36]1[CH:37]=[CH:38][C:39]([O:42][CH3:43])=[CH:40][CH:41]=1)[CH3:35])=[O:33])[CH2:30][C:26]1[CH:27]=[C:2]([CH:23]=[CH:24][CH:25]=1)[CH2:1][S:4][C:5]1[NH:6][C:7]2[C:12]([C:13]=1[CH2:14][C:15]([O:17][CH2:18][CH3:19])=[O:16])=[CH:11][CH:10]=[CH:9][CH:8]=2)=[O:51])([CH3:49])([CH3:50])[CH3:48]. The catalyst class is: 8.